From a dataset of Reaction yield outcomes from USPTO patents with 853,638 reactions. Predict the reaction yield, written as a fraction of the theoretical maximum amount of product (1.0 means a 100% yield; for example, 0.34 means a 34% yield). (1) The reactants are [Br:1][C:2]1[C:3]([CH3:10])=[C:4]([NH2:9])[C:5]([Cl:8])=[N:6][CH:7]=1.[Li+].C[Si]([N-][Si](C)(C)C)(C)C.[F:21][C:22]1[CH:27]=[C:26]([F:28])[CH:25]=[CH:24][C:23]=1[S:29](Cl)(=[O:31])=[O:30]. The catalyst is C1COCC1.O. The product is [Br:1][C:2]1[C:3]([CH3:10])=[C:4]([NH:9][S:29]([C:23]2[CH:24]=[CH:25][C:26]([F:28])=[CH:27][C:22]=2[F:21])(=[O:31])=[O:30])[C:5]([Cl:8])=[N:6][CH:7]=1. The yield is 0.530. (2) The reactants are [Cl:1][C:2]1[CH:3]=[C:4]2[C:9](=[CH:10][C:11]=1[O:12][C:13]1[CH:18]=[CH:17][C:16]([C:19](=[O:30])[NH:20][CH2:21][CH2:22][C:23]3[CH:28]=[CH:27][C:26]([Cl:29])=[CH:25][CH:24]=3)=[CH:15][CH:14]=1)[O:8][CH2:7][CH2:6][CH:5]2[C:31]([O:33]CC)=[O:32].[OH-].[Na+].Cl.CCOC(C)=O. The catalyst is CCO.C1COCC1. The product is [Cl:1][C:2]1[CH:3]=[C:4]2[C:9](=[CH:10][C:11]=1[O:12][C:13]1[CH:14]=[CH:15][C:16]([C:19](=[O:30])[NH:20][CH2:21][CH2:22][C:23]3[CH:24]=[CH:25][C:26]([Cl:29])=[CH:27][CH:28]=3)=[CH:17][CH:18]=1)[O:8][CH2:7][CH2:6][CH:5]2[C:31]([OH:33])=[O:32]. The yield is 0.950. (3) The reactants are [C:1]1([CH3:13])[CH:6]=[CH:5][C:4]([C:7]2[CH2:11][CH2:10][C:9](=[O:12])[CH:8]=2)=[CH:3][CH:2]=1.[BH4-].[Na+]. The catalyst is C(O)C. The product is [C:1]1([CH3:13])[CH:2]=[CH:3][C:4]([C:7]2[CH2:11][CH2:10][CH:9]([OH:12])[CH:8]=2)=[CH:5][CH:6]=1. The yield is 0.750. (4) The reactants are [NH2:1][C:2]1[CH:26]=[CH:25][C:5]([O:6][C:7]2[CH:12]=[CH:11][N:10]=[C:9]3[CH:13]=[C:14]([C:16]4[CH2:21][CH2:20][N:19]([C:22](=[O:24])[CH3:23])[CH2:18][CH:17]=4)[S:15][C:8]=23)=[C:4]([F:27])[CH:3]=1.C(N1C2C(OC3C=CC(N[C:47]([NH:49][C:50](=[O:58])[CH2:51][C:52]4[CH:57]=[CH:56][CH:55]=[CH:54][CH:53]=4)=[S:48])=CC=3F)=NC=NC=2C=C1)C. The product is [C:22]([N:19]1[CH2:20][CH:21]=[C:16]([C:14]2[S:15][C:8]3[C:9](=[N:10][CH:11]=[CH:12][C:7]=3[O:6][C:5]3[CH:25]=[CH:26][C:2]([NH:1][C:47]([NH:49][C:50](=[O:58])[CH2:51][C:52]4[CH:53]=[CH:54][CH:55]=[CH:56][CH:57]=4)=[S:48])=[CH:3][C:4]=3[F:27])[CH:13]=2)[CH2:17][CH2:18]1)(=[O:24])[CH3:23]. No catalyst specified. The yield is 0.700.